This data is from Full USPTO retrosynthesis dataset with 1.9M reactions from patents (1976-2016). The task is: Predict the reactants needed to synthesize the given product. (1) Given the product [CH2:1]([C:3]1[C:7]2[CH:8]=[C:9]([C:12]([F:15])([F:13])[F:14])[CH:10]=[CH:11][C:6]=2[S:5][C:4]=1[CH:16]([CH2:34][CH2:35][CH2:36][CH3:37])[CH2:17][CH2:18][O:19][C:20]1[CH:25]=[CH:24][C:23]([O:26][CH2:27][C:28]([OH:30])=[O:29])=[C:22]([CH3:33])[CH:21]=1)[CH3:2], predict the reactants needed to synthesize it. The reactants are: [CH2:1]([C:3]1[C:7]2[CH:8]=[C:9]([C:12]([F:15])([F:14])[F:13])[CH:10]=[CH:11][C:6]=2[S:5][C:4]=1[CH:16]([CH2:34][CH2:35][CH2:36][CH3:37])[CH2:17][CH2:18][O:19][C:20]1[CH:25]=[CH:24][C:23]([O:26][CH2:27][C:28]([O:30]CC)=[O:29])=[C:22]([CH3:33])[CH:21]=1)[CH3:2].[OH-].[Na+]. (2) Given the product [ClH:20].[CH3:16][NH:15][S:14]([CH2:13][C@@H:8]([NH2:7])[CH2:9][CH:10]([CH3:11])[CH3:12])(=[O:17])=[O:18], predict the reactants needed to synthesize it. The reactants are: C(OC(=O)[NH:7][C@H:8]([CH2:13][S:14](=[O:18])(=[O:17])[NH:15][CH3:16])[CH2:9][CH:10]([CH3:12])[CH3:11])(C)(C)C.[ClH:20]. (3) Given the product [CH3:1][C:2]1[CH:7]=[C:6]([CH3:8])[N:5]2[N:9]=[C:10]([S:12][CH2:24][CH2:23][N:19]([C:13]3[CH:18]=[CH:17][CH:16]=[CH:15][CH:14]=3)[CH2:20][CH2:21][OH:22])[N:11]=[C:4]2[N:3]=1, predict the reactants needed to synthesize it. The reactants are: [CH3:1][C:2]1[CH:7]=[C:6]([CH3:8])[N:5]2[N:9]=[C:10]([SH:12])[N:11]=[C:4]2[N:3]=1.[C:13]1([N:19]([CH2:23][CH2:24]O)[CH2:20][CH2:21][OH:22])[CH:18]=[CH:17][CH:16]=[CH:15][CH:14]=1.C1(P(C2C=CC=CC=2)C2C=CC=CC=2)C=CC=CC=1.CC(OC(/N=N/C(OC(C)C)=O)=O)C. (4) The reactants are: II.[C:3]([O:7][C:8](=[O:80])[CH2:9][CH2:10][C@H:11]1[NH:26][C:25](=[O:27])[CH2:24][C@@H:23](/[CH:28]=[CH:29]/[CH2:30][CH2:31][S:32]C(C2C=CC=CC=2)(C2C=CC=CC=2)C2C=CC=CC=2)[O:22][C:21](=[O:52])[CH2:20][NH:19][C:18](=[O:53])[C@@H:17]([CH:54]([CH3:56])[CH3:55])[NH:16][C:15](=[O:57])[C@@H:14]([CH2:58][S:59]C(C2C=CC=CC=2)(C2C=CC=CC=2)C2C=CC=CC=2)[NH:13][C:12]1=[O:79])([CH3:6])([CH3:5])[CH3:4]. Given the product [C:3]([O:7][C:8](=[O:80])[CH2:9][CH2:10][C@@H:11]1[C:12](=[O:79])[NH:13][C@@H:14]2[CH2:58][S:59][S:32][CH2:31][CH2:30][CH:29]=[CH:28][C@@H:23]([O:22][C:21](=[O:52])[CH2:20][NH:19][C:18](=[O:53])[C@@H:17]([CH:54]([CH3:56])[CH3:55])[NH:16][C:15]2=[O:57])[CH2:24][C:25](=[O:27])[NH:26]1)([CH3:6])([CH3:5])[CH3:4], predict the reactants needed to synthesize it. (5) Given the product [Br:1][C:2]1[C:3]([CH2:20][N:21]2[CH2:26][CH2:25][O:24][CH2:23][CH2:22]2)=[CH:4][C:5]([O:11][CH2:12][C:13]2[CH:14]=[CH:15][C:16]([F:19])=[CH:17][CH:18]=2)=[C:6]([CH:10]=1)[C:7]([NH:33][C:32]1[C:28]([CH3:27])=[N:29][O:30][CH:31]=1)=[O:9], predict the reactants needed to synthesize it. The reactants are: [Br:1][C:2]1[C:3]([CH2:20][N:21]2[CH2:26][CH2:25][O:24][CH2:23][CH2:22]2)=[CH:4][C:5]([O:11][CH2:12][C:13]2[CH:18]=[CH:17][C:16]([F:19])=[CH:15][CH:14]=2)=[C:6]([CH:10]=1)[C:7]([OH:9])=O.[CH3:27][C:28]1[C:32]([NH2:33])=[CH:31][O:30][N:29]=1.C(N(C(C)C)CC)(C)C.ON1C2N=CC=CC=2N=N1.C(Cl)CCl. (6) Given the product [C:15]([N:12]1[C:8]2=[N:9][CH:10]=[CH:11][C:6]([C:4]3[CH:5]=[N:1][N:2]([CH2:41][C:42]#[N:43])[CH:3]=3)=[C:7]2[CH:14]=[N:13]1)([C:16]1[CH:21]=[CH:20][CH:19]=[CH:18][CH:17]=1)([C:22]1[CH:23]=[CH:24][CH:25]=[CH:26][CH:27]=1)[C:28]1[CH:29]=[CH:30][CH:31]=[CH:32][CH:33]=1, predict the reactants needed to synthesize it. The reactants are: [NH:1]1[CH:5]=[C:4]([C:6]2[CH:11]=[CH:10][N:9]=[C:8]3[N:12]([C:15]([C:28]4[CH:33]=[CH:32][CH:31]=[CH:30][CH:29]=4)([C:22]4[CH:27]=[CH:26][CH:25]=[CH:24][CH:23]=4)[C:16]4[CH:21]=[CH:20][CH:19]=[CH:18][CH:17]=4)[N:13]=[CH:14][C:7]=23)[CH:3]=[N:2]1.C(=O)([O-])[O-].[K+].[K+].Br[CH2:41][C:42]#[N:43].[Cl-].[Na+].O.CCOC(C)=O. (7) Given the product [CH2:26]([N:29]1[C:28](=[O:30])[C:27]2[C:22](=[CH:23][CH:24]=[CH:25][CH:26]=2)[N:21]=[C:20]1[CH:18]([N:15]1[CH2:14][CH2:13][N:12]([S:9]([C:6]2[CH:7]=[CH:8][C:3]([O:2][CH3:1])=[CH:4][CH:5]=2)(=[O:10])=[O:11])[CH2:17][CH2:16]1)[CH3:19])[CH:27]([CH3:28])[CH3:22], predict the reactants needed to synthesize it. The reactants are: [CH3:1][O:2][C:3]1[CH:8]=[CH:7][C:6]([S:9]([N:12]2[CH2:17][CH2:16][N:15]([CH:18]([C:20]3[NH:29][C:28](=[O:30])[C:27]4[C:22](=[CH:23][CH:24]=[CH:25][CH:26]=4)[N:21]=3)[CH3:19])[CH2:14][CH2:13]2)(=[O:11])=[O:10])=[CH:5][CH:4]=1.C([O-])([O-])=O.[K+].[K+].